From a dataset of NCI-60 drug combinations with 297,098 pairs across 59 cell lines. Regression. Given two drug SMILES strings and cell line genomic features, predict the synergy score measuring deviation from expected non-interaction effect. (1) Drug 1: C1=NC2=C(N=C(N=C2N1C3C(C(C(O3)CO)O)O)F)N. Drug 2: C1C(C(OC1N2C=NC3=C2NC=NCC3O)CO)O. Cell line: SK-OV-3. Synergy scores: CSS=3.56, Synergy_ZIP=-3.11, Synergy_Bliss=-4.68, Synergy_Loewe=-5.57, Synergy_HSA=-6.04. (2) Drug 1: C1CCC(C(C1)N)N.C(=O)(C(=O)[O-])[O-].[Pt+4]. Drug 2: CC1C(C(CC(O1)OC2CC(CC3=C2C(=C4C(=C3O)C(=O)C5=C(C4=O)C(=CC=C5)OC)O)(C(=O)CO)O)N)O.Cl. Cell line: NCI-H322M. Synergy scores: CSS=31.4, Synergy_ZIP=0.242, Synergy_Bliss=-2.12, Synergy_Loewe=-11.3, Synergy_HSA=-1.98. (3) Drug 1: CC(C1=C(C=CC(=C1Cl)F)Cl)OC2=C(N=CC(=C2)C3=CN(N=C3)C4CCNCC4)N. Drug 2: C1=NC2=C(N1)C(=S)N=CN2. Cell line: SR. Synergy scores: CSS=41.4, Synergy_ZIP=-11.4, Synergy_Bliss=-22.2, Synergy_Loewe=-25.4, Synergy_HSA=-21.4. (4) Drug 1: C1=CC=C(C(=C1)C(C2=CC=C(C=C2)Cl)C(Cl)Cl)Cl. Drug 2: C(CN)CNCCSP(=O)(O)O. Cell line: ACHN. Synergy scores: CSS=3.10, Synergy_ZIP=-0.592, Synergy_Bliss=-1.59, Synergy_Loewe=1.37, Synergy_HSA=-1.43. (5) Drug 1: C1=NC(=NC(=O)N1C2C(C(C(O2)CO)O)O)N. Drug 2: C1=CC=C(C(=C1)C(C2=CC=C(C=C2)Cl)C(Cl)Cl)Cl. Cell line: MALME-3M. Synergy scores: CSS=6.37, Synergy_ZIP=0.318, Synergy_Bliss=3.69, Synergy_Loewe=1.93, Synergy_HSA=2.98. (6) Drug 1: CC1C(C(CC(O1)OC2CC(CC3=C2C(=C4C(=C3O)C(=O)C5=C(C4=O)C(=CC=C5)OC)O)(C(=O)CO)O)N)O.Cl. Drug 2: CC1C(C(CC(O1)OC2CC(CC3=C2C(=C4C(=C3O)C(=O)C5=CC=CC=C5C4=O)O)(C(=O)C)O)N)O. Cell line: DU-145. Synergy scores: CSS=54.8, Synergy_ZIP=-5.95, Synergy_Bliss=-4.26, Synergy_Loewe=-2.82, Synergy_HSA=-0.824. (7) Cell line: HCT-15. Synergy scores: CSS=10.0, Synergy_ZIP=-2.22, Synergy_Bliss=1.41, Synergy_Loewe=-10.1, Synergy_HSA=-0.320. Drug 1: CN1CCC(CC1)COC2=C(C=C3C(=C2)N=CN=C3NC4=C(C=C(C=C4)Br)F)OC. Drug 2: CC1=C(C=C(C=C1)NC2=NC=CC(=N2)N(C)C3=CC4=NN(C(=C4C=C3)C)C)S(=O)(=O)N.Cl.